This data is from Full USPTO retrosynthesis dataset with 1.9M reactions from patents (1976-2016). The task is: Predict the reactants needed to synthesize the given product. (1) Given the product [Br:12][C:10]1[N:11]=[C:6]([C:4]([NH:24][CH2:25][C:26]([OH:28])=[O:27])=[O:5])[C:7]([OH:23])=[C:8]2[C:15]([C:16]3[CH:17]=[CH:18][C:19]([F:22])=[CH:20][CH:21]=3)=[N:14][S:13][C:9]=12, predict the reactants needed to synthesize it. The reactants are: C(O[C:4]([C:6]1[C:7]([OH:23])=[C:8]2[C:15]([C:16]3[CH:21]=[CH:20][C:19]([F:22])=[CH:18][CH:17]=3)=[N:14][S:13][C:9]2=[C:10]([Br:12])[N:11]=1)=[O:5])C.[NH2:24][CH2:25][C:26]([OH:28])=[O:27]. (2) Given the product [Cl:25][C:20]1[CH:21]=[CH:22][CH:23]=[CH:24][C:19]=1[C:17]1[N:28]=[N:27][C:4]2[CH2:3][C:2]([CH3:9])([CH3:1])[CH2:6][C:5]=2[CH:16]=1, predict the reactants needed to synthesize it. The reactants are: [CH3:1][C:2]1([CH3:9])[CH2:6][C:5](=O)[C:4](=O)[CH2:3]1.COP([CH2:16][C:17]([C:19]1[CH:24]=[CH:23][CH:22]=[CH:21][C:20]=1[Cl:25])=O)(=O)OC.O.[NH2:27][NH2:28]. (3) Given the product [Cl:25][C:26]1[CH:36]=[CH:35][C:29]([O:30][CH2:31][CH2:32][CH2:33][N:14]2[CH2:15][CH2:16][N:11]([C:10]3[C:5]4[O:4][CH2:3][CH2:2][O:1][C:6]=4[CH:7]=[CH:8][CH:9]=3)[CH2:12][CH2:13]2)=[CH:28][CH:27]=1, predict the reactants needed to synthesize it. The reactants are: [O:1]1[C:6]2[CH:7]=[CH:8][CH:9]=[C:10]([N:11]3[CH2:16][CH2:15][NH:14][CH2:13][CH2:12]3)[C:5]=2[O:4][CH2:3][CH2:2]1.C(=O)([O-])[O-].[K+].[K+].[I-].[K+].[Cl:25][C:26]1[CH:36]=[CH:35][C:29]([O:30][CH2:31][CH2:32][CH2:33]Br)=[CH:28][CH:27]=1. (4) Given the product [Cl-:27].[C:24]([N+:1]1[C:22]([C:17]2[CH:18]=[CH:19][CH:20]=[CH:21][N:16]=2)=[C:15]([NH:14][CH:8]2[CH2:13][CH2:12][CH2:11][CH2:10][CH2:9]2)[N:3]2[CH:4]=[CH:5][N:6]=[CH:7][C:2]=12)(=[O:26])[CH3:25], predict the reactants needed to synthesize it. The reactants are: [NH2:1][C:2]1[CH:7]=[N:6][CH:5]=[CH:4][N:3]=1.[CH:8]1([N+:14]#[C-:15])[CH2:13][CH2:12][CH2:11][CH2:10][CH2:9]1.[N:16]1[CH:21]=[CH:20][CH:19]=[CH:18][C:17]=1[CH:22]=O.[C:24]([Cl:27])(=[O:26])[CH3:25]. (5) Given the product [I:1][C:2]1[CH:3]=[C:4]([CH:7]=[CH:8][CH:9]=1)[CH2:5][O:6][CH:11]1[CH2:12][CH2:13][CH2:14][CH2:15][O:10]1, predict the reactants needed to synthesize it. The reactants are: [I:1][C:2]1[CH:3]=[C:4]([CH:7]=[CH:8][CH:9]=1)[CH2:5][OH:6].[O:10]1[CH:15]=[CH:14][CH2:13][CH2:12][CH2:11]1. (6) Given the product [N+:1]([C:4]1[CH:5]=[C:6]([CH:7]=[CH:8][C:9]=1[N+:10]([O-:12])=[O:11])[O:13][CH2:15][C:16]([O:18][CH2:19][CH3:20])=[O:17])([O-:3])=[O:2], predict the reactants needed to synthesize it. The reactants are: [N+:1]([C:4]1[CH:5]=[C:6]([OH:13])[CH:7]=[CH:8][C:9]=1[N+:10]([O-:12])=[O:11])([O-:3])=[O:2].Br[CH2:15][C:16]([O:18][CH2:19][CH3:20])=[O:17].C(=O)([O-])[O-].[Cs+].[Cs+]. (7) The reactants are: [C:1]([C:3]1[CH:15]=[C:14]2[C:6]([C:7]3[C:8](=[O:30])[C:9]4[CH:21]=[CH:20][C:19](OS(C(F)(F)F)(=O)=O)=[CH:18][C:10]=4[C:11]([CH3:17])([CH3:16])[C:12]=3[NH:13]2)=[CH:5][CH:4]=1)#[N:2].Cl.[CH:32]([N:35]([CH:39]([CH3:41])[CH3:40])[CH2:36][CH2:37][SH:38])([CH3:34])[CH3:33]. Given the product [CH:32]([N:35]([CH:39]([CH3:41])[CH3:40])[CH2:36][CH2:37][S:38][C:19]1[CH:20]=[CH:21][C:9]2[C:8](=[O:30])[C:7]3[C:6]4[C:14](=[CH:15][C:3]([C:1]#[N:2])=[CH:4][CH:5]=4)[NH:13][C:12]=3[C:11]([CH3:16])([CH3:17])[C:10]=2[CH:18]=1)([CH3:34])[CH3:33], predict the reactants needed to synthesize it. (8) Given the product [CH:23]1([N:22]2[C:21]3[CH:29]=[CH:30][C:31]([C:33]([OH:35])=[O:34])=[CH:32][C:20]=3[N:19]=[C:18]2[C:13]2[CH:14]=[C:15]3[C:10](=[CH:11][CH:12]=2)[N:9]=[C:8]([C:6]2[CH:7]=[CH:2][C:3]([N:46]4[CH2:45][CH2:44][NH:48][CH2:63][CH2:58]4)=[CH:4][CH:5]=2)[CH:17]=[CH:16]3)[CH2:28][CH2:27][CH2:26][CH2:25][CH2:24]1, predict the reactants needed to synthesize it. The reactants are: Br[C:2]1[CH:3]=[CH:4][C:5](O)=[C:6]([C:8]2[CH:17]=[CH:16][C:15]3[C:10](=[CH:11][CH:12]=[C:13]([C:18]4[N:22]([CH:23]5[CH2:28][CH2:27][CH2:26][CH2:25][CH2:24]5)[C:21]5[CH:29]=[CH:30][C:31]([C:33]([OH:35])=[O:34])=[CH:32][C:20]=5[N:19]=4)[CH:14]=3)[N:9]=2)[CH:7]=1.C(OC(C1C=C[C:45]2[N:46]([CH:58]3[CH2:63]CCCC3)C(C3C=CC(N)=C(C=O)C=3)=[N:48][C:44]=2C=1)=O)C.N1(C2C=CC(C(=O)C)=CC=2)CCNCC1.[OH-].[K+]. (9) Given the product [O:5]1[C:6]2[CH:11]=[CH:10][CH:9]=[CH:8][C:7]=2[C:3]([CH2:2][C:12]#[N:13])=[N:4]1, predict the reactants needed to synthesize it. The reactants are: Br[CH2:2][C:3]1[C:7]2[CH:8]=[CH:9][CH:10]=[CH:11][C:6]=2[O:5][N:4]=1.[C-:12]#[N:13].[K+]. (10) Given the product [NH2:1][C:4]1[CH:9]=[CH:8][C:7]([N:10]2[CH2:11][CH2:12][C:13](=[O:16])[CH2:14][CH2:15]2)=[CH:6][CH:5]=1, predict the reactants needed to synthesize it. The reactants are: [N+:1]([C:4]1[CH:9]=[CH:8][C:7]([N:10]2[CH2:15][CH2:14][C:13](=[O:16])[CH2:12][CH2:11]2)=[CH:6][CH:5]=1)([O-])=O.O1CCOCC1.